From a dataset of NCI-60 drug combinations with 297,098 pairs across 59 cell lines. Regression. Given two drug SMILES strings and cell line genomic features, predict the synergy score measuring deviation from expected non-interaction effect. (1) Drug 1: C1CC(=O)NC(=O)C1N2CC3=C(C2=O)C=CC=C3N. Drug 2: C(CC(=O)O)C(=O)CN.Cl. Cell line: ACHN. Synergy scores: CSS=9.93, Synergy_ZIP=-1.51, Synergy_Bliss=1.58, Synergy_Loewe=-10.1, Synergy_HSA=0.970. (2) Drug 1: C1=C(C(=O)NC(=O)N1)F. Drug 2: CC(C)NC(=O)C1=CC=C(C=C1)CNNC.Cl. Cell line: HOP-62. Synergy scores: CSS=30.8, Synergy_ZIP=-11.4, Synergy_Bliss=-7.59, Synergy_Loewe=-13.9, Synergy_HSA=-9.65. (3) Drug 1: C1C(C(OC1N2C=NC3=C(N=C(N=C32)Cl)N)CO)O. Cell line: A549. Synergy scores: CSS=40.2, Synergy_ZIP=1.22, Synergy_Bliss=0.171, Synergy_Loewe=-27.8, Synergy_HSA=-0.625. Drug 2: CC(C)NC(=O)C1=CC=C(C=C1)CNNC.Cl. (4) Synergy scores: CSS=1.82, Synergy_ZIP=0.229, Synergy_Bliss=1.21, Synergy_Loewe=1.85, Synergy_HSA=1.75. Drug 1: CN1C2=C(C=C(C=C2)N(CCCl)CCCl)N=C1CCCC(=O)O.Cl. Drug 2: COC1=C2C(=CC3=C1OC=C3)C=CC(=O)O2. Cell line: SR. (5) Drug 1: CC(CN1CC(=O)NC(=O)C1)N2CC(=O)NC(=O)C2. Drug 2: CC12CCC3C(C1CCC2OP(=O)(O)O)CCC4=C3C=CC(=C4)OC(=O)N(CCCl)CCCl.[Na+]. Cell line: HCT-15. Synergy scores: CSS=35.5, Synergy_ZIP=-12.6, Synergy_Bliss=-7.27, Synergy_Loewe=-12.9, Synergy_HSA=-5.50.